From a dataset of Reaction yield outcomes from USPTO patents with 853,638 reactions. Predict the reaction yield, written as a fraction of the theoretical maximum amount of product (1.0 means a 100% yield; for example, 0.34 means a 34% yield). (1) The reactants are [CH2:1]([N:4]([CH:13]([CH3:15])[CH3:14])[C:5]1[CH:6]=C([CH:10]=[CH:11][N:12]=1)C#N)[CH:2]=[CH2:3].[OH-:16].[K+].[CH3:18][CH2:19][OH:20]. No catalyst specified. The product is [CH2:1]([N:4]([CH:13]([CH3:15])[CH3:14])[C:5]1[CH:6]=[C:18]([CH:10]=[CH:11][N:12]=1)[C:19]([OH:16])=[O:20])[CH:2]=[CH2:3]. The yield is 0.680. (2) The reactants are [Cl:1][C:2]1[CH:3]=[CH:4][C:5]([OH:16])=[C:6]([C:8]2[CH:13]=[CH:12][N:11]=[C:10]([C:14]#[N:15])[CH:9]=2)[CH:7]=1.[Cl:17][C:18]1[C:19](F)=[CH:20][C:21]([F:44])=[C:22]([S:24]([N:27]([CH2:33][C:34]2[CH:39]=[CH:38][C:37]([O:40][CH3:41])=[CH:36][C:35]=2[O:42][CH3:43])[C:28]2[S:32][N:31]=[CH:30][N:29]=2)(=[O:26])=[O:25])[CH:23]=1.[Cl-].[Na+]. No catalyst specified. The product is [Cl:17][C:18]1[C:19]([O:16][C:5]2[CH:4]=[CH:3][C:2]([Cl:1])=[CH:7][C:6]=2[C:8]2[CH:13]=[CH:12][N:11]=[C:10]([C:14]#[N:15])[CH:9]=2)=[CH:20][C:21]([F:44])=[C:22]([S:24]([N:27]([CH2:33][C:34]2[CH:39]=[CH:38][C:37]([O:40][CH3:41])=[CH:36][C:35]=2[O:42][CH3:43])[C:28]2[S:32][N:31]=[CH:30][N:29]=2)(=[O:25])=[O:26])[CH:23]=1. The yield is 1.00. (3) The reactants are [Cl:1][C:2]1[CH:7]=[CH:6][C:5]([C:8]#[C:9][CH2:10][O:11][C:12]2[CH:17]=[CH:16][C:15]([S:18](Cl)(=[O:20])=[O:19])=[CH:14][CH:13]=2)=[CH:4][CH:3]=1.Cl.[C:23]([O:27][C:28](=[O:32])[CH2:29][NH:30][CH3:31])([CH3:26])([CH3:25])[CH3:24]. The catalyst is N1C=CC=CC=1.C(Cl)(Cl)Cl. The product is [Cl:1][C:2]1[CH:7]=[CH:6][C:5]([C:8]#[C:9][CH2:10][O:11][C:12]2[CH:17]=[CH:16][C:15]([S:18]([N:30]([CH2:29][C:28]([O:27][C:23]([CH3:26])([CH3:25])[CH3:24])=[O:32])[CH3:31])(=[O:20])=[O:19])=[CH:14][CH:13]=2)=[CH:4][CH:3]=1. The yield is 0.530.